Dataset: Forward reaction prediction with 1.9M reactions from USPTO patents (1976-2016). Task: Predict the product of the given reaction. (1) Given the reactants Cl[C:2]1[C:7]([F:8])=[C:6](Cl)[N:5]=[C:4]([CH3:10])[N:3]=1.[NH:11]1[CH2:15][CH:14]=[CH:13][CH2:12]1.CCN(C(C)C)C(C)C.[Cl-].[NH2:26][NH2:27], predict the reaction product. The product is: [N:11]1([C:2]2[C:7]([F:8])=[C:6]([NH:26][NH2:27])[N:5]=[C:4]([CH3:10])[N:3]=2)[CH2:15][CH:14]=[CH:13][CH2:12]1. (2) Given the reactants [CH2:1]([N:3]1[CH:7]=[C:6]([C:8]2[CH:13]=[CH:12][N:11]=[C:10]3[NH:14][CH:15]=[CH:16][C:9]=23)[C:5]([C:17]2[CH:23]=[CH:22][C:20]([NH2:21])=[CH:19][CH:18]=2)=[N:4]1)[CH3:2].[CH2:24]([N:31]=[C:32]=[O:33])[C:25]1[CH:30]=[CH:29][CH:28]=[CH:27][CH:26]=1, predict the reaction product. The product is: [CH2:1]([N:3]1[CH:7]=[C:6]([C:8]2[CH:13]=[CH:12][N:11]=[C:10]3[NH:14][CH:15]=[CH:16][C:9]=23)[C:5]([C:17]2[CH:23]=[CH:22][C:20]([NH:21][C:32]([NH:31][CH2:24][C:25]3[CH:30]=[CH:29][CH:28]=[CH:27][CH:26]=3)=[O:33])=[CH:19][CH:18]=2)=[N:4]1)[CH3:2].